This data is from Catalyst prediction with 721,799 reactions and 888 catalyst types from USPTO. The task is: Predict which catalyst facilitates the given reaction. (1) Reactant: [CH3:1][O:2][CH2:3][CH2:4][NH:5][C:6]([C:8]1[N:17]=[C:16]([NH:18][C@H:19]2[CH2:24][CH2:23][CH2:22][CH2:21][C@H:20]2[NH:25]C(=O)OC(C)(C)C)[C:15]2[C:10](=[CH:11][CH:12]=[C:13]([CH3:33])[CH:14]=2)[N:9]=1)=[O:7].C(OCC)(=O)C.Cl.C(OCC)C. Product: [NH2:25][C@@H:20]1[CH2:21][CH2:22][CH2:23][CH2:24][C@@H:19]1[NH:18][C:16]1[C:15]2[C:10](=[CH:11][CH:12]=[C:13]([CH3:33])[CH:14]=2)[N:9]=[C:8]([C:6]([NH:5][CH2:4][CH2:3][O:2][CH3:1])=[O:7])[N:17]=1. The catalyst class is: 13. (2) Reactant: [CH2:1]([O:3][C:4]1[CH:9]=[CH:8][C:7]([O:10][CH2:11][C:12]2[CH:17]=[CH:16][C:15]([O:18][CH2:19][C:20]3[N:21]=[C:22]([C:26]4[CH:31]=[CH:30][CH:29]=[CH:28][CH:27]=4)[O:23][C:24]=3[CH3:25])=[CH:14][CH:13]=2)=[CH:6][C:5]=1[CH2:32][C:33]([O:35]C)=[O:34])[CH3:2].O1CCCC1.[OH-].[Na+].Cl. Product: [CH2:1]([O:3][C:4]1[CH:9]=[CH:8][C:7]([O:10][CH2:11][C:12]2[CH:13]=[CH:14][C:15]([O:18][CH2:19][C:20]3[N:21]=[C:22]([C:26]4[CH:31]=[CH:30][CH:29]=[CH:28][CH:27]=4)[O:23][C:24]=3[CH3:25])=[CH:16][CH:17]=2)=[CH:6][C:5]=1[CH2:32][C:33]([OH:35])=[O:34])[CH3:2]. The catalyst class is: 72. (3) The catalyst class is: 5. Product: [C:1]([O:5][C:6]([N:8]([CH2:14][C:15]1[CH:20]=[CH:19][C:18]([F:21])=[CH:17][CH:16]=1)[CH2:9][C:10]([OH:12])=[O:11])=[O:7])([CH3:4])([CH3:2])[CH3:3]. Reactant: [C:1]([O:5][C:6]([N:8]([CH2:14][C:15]1[CH:20]=[CH:19][C:18]([F:21])=[CH:17][CH:16]=1)[CH2:9][C:10]([O:12]C)=[O:11])=[O:7])([CH3:4])([CH3:3])[CH3:2].[OH-].[Na+].